Dataset: Forward reaction prediction with 1.9M reactions from USPTO patents (1976-2016). Task: Predict the product of the given reaction. (1) Given the reactants [N:1]1[CH:6]=[CH:5][C:4]([C@H:7]2[CH2:12][CH2:11][N:10]([C:13]([O:15][C:16]([CH3:19])([CH3:18])[CH3:17])=[O:14])[CH2:9][C@H:8]2[C:20]([O:22][CH2:23][CH3:24])=[O:21])=[CH:3][CH:2]=1.[O-]CC.[Na+], predict the reaction product. The product is: [N:1]1[CH:6]=[CH:5][C:4]([C@@H:7]2[CH2:12][CH2:11][N:10]([C:13]([O:15][C:16]([CH3:17])([CH3:18])[CH3:19])=[O:14])[CH2:9][C@H:8]2[C:20]([O:22][CH2:23][CH3:24])=[O:21])=[CH:3][CH:2]=1. (2) Given the reactants CC[O:3][C:4]([C:6]1([CH3:17])[CH2:9][CH2:8][N:7]1[C:10]([O:12][C:13]([CH3:16])([CH3:15])[CH3:14])=[O:11])=[O:5].[OH-].[Na+], predict the reaction product. The product is: [C:13]([O:12][C:10]([N:7]1[CH2:8][CH2:9][C:6]1([CH3:17])[C:4]([OH:5])=[O:3])=[O:11])([CH3:16])([CH3:14])[CH3:15]. (3) Given the reactants Cl[C:2]1[CH:11]=[C:10]([Cl:12])[C:9]2[C:4](=[CH:5][CH:6]=[C:7]([Cl:13])[CH:8]=2)[N:3]=1.[Br:14][C:15]1[CH:16]=[CH:17][C:18]2[CH2:24][NH:23][CH2:22][CH2:21][CH2:20][C:19]=2[CH:25]=1.C(O)CCC, predict the reaction product. The product is: [Br:14][C:15]1[CH:16]=[CH:17][C:18]2[CH2:24][N:23]([C:2]3[CH:11]=[C:10]([Cl:12])[C:9]4[C:4](=[CH:5][CH:6]=[C:7]([Cl:13])[CH:8]=4)[N:3]=3)[CH2:22][CH2:21][CH2:20][C:19]=2[CH:25]=1. (4) Given the reactants [H-].[Na+].Br[C:4]1[CH:5]=[CH:6][C:7](F)=[C:8]([C:10]2[NH:11][CH:12]=[CH:13][N:14]=2)[CH:9]=1.CN(C)C=O.C([Si](C)(C)[O:26][CH2:27][CH:28]1CO1)(C)(C)C, predict the reaction product. The product is: [N:14]1[CH:13]=[CH:12][N:11]2[C:10]=1[C:8]1[CH:9]=[CH:4][CH:5]=[CH:6][C:7]=1[O:26][CH2:27][CH2:28]2. (5) Given the reactants [O:1]1[CH:5]=[CH:4][CH:3]=[C:2]1[C:6]1[N:11]=[C:10]([C:12]2[S:13][CH:14]=[CH:15][N:16]=2)[N:9]=[C:8](O)[CH:7]=1.[Cl:18]C1N=C(C2OC(C)=CC=2)N=C(N)C=1, predict the reaction product. The product is: [Cl:18][C:8]1[CH:7]=[C:6]([C:2]2[O:1][CH:5]=[CH:4][CH:3]=2)[N:11]=[C:10]([C:12]2[S:13][CH:14]=[CH:15][N:16]=2)[N:9]=1.